From a dataset of Catalyst prediction with 721,799 reactions and 888 catalyst types from USPTO. Predict which catalyst facilitates the given reaction. (1) Reactant: [F:1][C:2]1[CH:3]=[C:4]([N:8]2[CH2:12][C@H:11]([CH2:13][N:14]3[CH:18]=[CH:17][N:16]=[N:15]3)[O:10][C:9]2=[O:19])[CH:5]=[CH:6][CH:7]=1.Br.[Br:21]([O-])(=O)=O.[Na+].S(S([O-])=O)([O-])(=O)=O.[Na+].[Na+]. Product: [Br:21][C:7]1[CH:6]=[CH:5][C:4]([N:8]2[CH2:12][C@H:11]([CH2:13][N:14]3[CH:18]=[CH:17][N:16]=[N:15]3)[O:10][C:9]2=[O:19])=[CH:3][C:2]=1[F:1]. The catalyst class is: 86. (2) Reactant: [H-].[Na+].[NH:3]1[CH:7]=[N:6][N:5]=[N:4]1.Br[CH2:9][CH2:10][CH2:11][Cl:12].CO. Product: [Cl:12][CH2:11][CH2:10][CH2:9][N:3]1[CH:7]=[N:6][N:5]=[N:4]1. The catalyst class is: 3. (3) Reactant: C(Cl)(=O)C(Cl)=O.CS(C)=O.[OH:11][CH2:12][CH:13]([O:28][CH2:29][O:30][CH3:31])[CH2:14][N:15]1[C:20](=[O:21])[CH:19]=[N:18][C:17]2[CH:22]=[CH:23][C:24]([O:26][CH3:27])=[N:25][C:16]1=2.C(N(CC)CC)C. Product: [CH3:31][O:30][CH2:29][O:28][CH:13]([CH2:14][N:15]1[C:20](=[O:21])[CH:19]=[N:18][C:17]2[CH:22]=[CH:23][C:24]([O:26][CH3:27])=[N:25][C:16]1=2)[CH:12]=[O:11]. The catalyst class is: 4. (4) Reactant: [H-].[H-].[H-].[H-].[Li+].[Al+3].[F:7][C:8]1[CH:9]=[C:10]([CH:16]=[C:17]([C:19]2[CH:24]=[N:23][C:22]([C:25]([F:28])([F:27])[F:26])=[CH:21][N:20]=2)[CH:18]=1)[C:11](OCC)=[O:12]. Product: [F:7][C:8]1[CH:9]=[C:10]([CH2:11][OH:12])[CH:16]=[C:17]([C:19]2[CH:24]=[N:23][C:22]([C:25]([F:27])([F:28])[F:26])=[CH:21][N:20]=2)[CH:18]=1. The catalyst class is: 7. (5) Product: [C:14]([C:8]1([C:5]2[CH:6]=[CH:7][C:2]([NH:17][C:16](=[O:23])[O:18][C:19]([CH3:22])([CH3:21])[CH3:20])=[CH:3][CH:4]=2)[CH2:13][CH2:12][NH:11][CH2:10][CH2:9]1)#[N:15]. The catalyst class is: 62. Reactant: Br[C:2]1[CH:7]=[CH:6][C:5]([C:8]2([C:14]#[N:15])[CH2:13][CH2:12][NH:11][CH2:10][CH2:9]2)=[CH:4][CH:3]=1.[C:16](=[O:23])([O:18][C:19]([CH3:22])([CH3:21])[CH3:20])[NH2:17].CC1(C)C2C(=C(P(C3C=CC=CC=3)C3C=CC=CC=3)C=CC=2)OC2C(P(C3C=CC=CC=3)C3C=CC=CC=3)=CC=CC1=2.C([O-])([O-])=O.[Cs+].[Cs+].